Dataset: Reaction yield outcomes from USPTO patents with 853,638 reactions. Task: Predict the reaction yield, written as a fraction of the theoretical maximum amount of product (1.0 means a 100% yield; for example, 0.34 means a 34% yield). (1) The product is [CH3:5][C:2]([C:6]1[CH:11]=[CH:10][C:9]([N+:12]([O-:14])=[O:13])=[CH:8][CH:7]=1)([CH3:1])[CH2:3][NH2:4]. The yield is 0.900. The catalyst is C1COCC1. The reactants are [CH3:1][C:2]([C:6]1[CH:11]=[CH:10][C:9]([N+:12]([O-:14])=[O:13])=[CH:8][CH:7]=1)([CH3:5])[C:3]#[N:4].Cl.[OH-].[Na+]. (2) The reactants are [CH3:1][O:2][C:3](=[O:17])[C:4]1[CH:9]=[CH:8][C:7]([C:10]2[O:11][C:12]([CH:15]=O)=[CH:13][CH:14]=2)=[CH:6][CH:5]=1.[C:18]1([CH2:24][CH2:25][N:26]2[C:30](=[O:31])[CH2:29][S:28][C:27]2=[S:32])[CH:23]=[CH:22][CH:21]=[CH:20][CH:19]=1. No catalyst specified. The product is [CH3:1][O:2][C:3](=[O:17])[C:4]1[CH:5]=[CH:6][C:7]([C:10]2[O:11][C:12]([CH:15]=[C:29]3[S:28][C:27](=[S:32])[N:26]([CH2:25][CH2:24][C:18]4[CH:19]=[CH:20][CH:21]=[CH:22][CH:23]=4)[C:30]3=[O:31])=[CH:13][CH:14]=2)=[CH:8][CH:9]=1. The yield is 0.440. (3) The reactants are [CH3:1][N:2]1[C:11]2[C:6](=[CH:7][C:8]([C:25]([F:28])([F:27])[F:26])=[C:9]([C:12]3[CH:13]=[CH:14][C:15]([C:18]([O:20]C(C)(C)C)=[O:19])=[N:16][CH:17]=3)[CH:10]=2)[NH:5][CH2:4][CH2:3]1.Br[C:30]1[C:34]2[CH2:35][N:36]([C:39](=[O:41])[CH3:40])[CH2:37][CH2:38][C:33]=2[N:32]([CH:42]2[CH2:47][CH2:46][O:45][CH2:44][CH2:43]2)[N:31]=1.[O-]P([O-])([O-])=O.[K+].[K+].[K+]. The catalyst is CC(C1C=C(C(C)C)C(C2C([PH+](C3CCCCC3)C3CCCCC3)=CC=CC=2)=C(C(C)C)C=1)C.CS(O)(=O)=O.C1C=[C-]C(C2C(N)=CC=CC=2)=CC=1.[Pd]. The product is [C:39]([N:36]1[CH2:37][CH2:38][C:33]2[N:32]([CH:42]3[CH2:47][CH2:46][O:45][CH2:44][CH2:43]3)[N:31]=[C:30]([N:5]3[C:6]4[C:11](=[CH:10][C:9]([C:12]5[CH:13]=[CH:14][C:15]([C:18]([OH:20])=[O:19])=[N:16][CH:17]=5)=[C:8]([C:25]([F:28])([F:26])[F:27])[CH:7]=4)[N:2]([CH3:1])[CH2:3][CH2:4]3)[C:34]=2[CH2:35]1)(=[O:41])[CH3:40]. The yield is 0.0700. (4) The reactants are CO[C:3](=[O:29])/[CH:4]=[CH:5]/[C:6]1[CH:11]=[CH:10][CH:9]=[CH:8][C:7]=1[N:12]1[CH2:17][CH2:16][N:15]([CH2:18][C:19]2[CH:24]=[CH:23][C:22]([O:25][CH:26]([CH3:28])[CH3:27])=[CH:21][CH:20]=2)[CH2:14][CH2:13]1.[NH2:30][OH:31].[OH-].[Na+]. The catalyst is C1COCC1.CO.O. The product is [OH:31][NH:30][C:3](=[O:29])/[CH:4]=[CH:5]/[C:6]1[CH:11]=[CH:10][CH:9]=[CH:8][C:7]=1[N:12]1[CH2:13][CH2:14][N:15]([CH2:18][C:19]2[CH:20]=[CH:21][C:22]([O:25][CH:26]([CH3:28])[CH3:27])=[CH:23][CH:24]=2)[CH2:16][CH2:17]1. The yield is 0.330. (5) The reactants are [S:1]1[CH:5]=[CH:4][CH:3]=[C:2]1[CH2:6][C:7]([OH:9])=O.C1C=NC2N(O)N=NC=2C=1.CCN(C(C)C)C(C)C.[CH3:29][O:30][C:31](=[O:47])[C:32]1[CH:37]=[CH:36][C:35]([NH:38][CH2:39][CH:40]2[CH2:45][CH2:44][CH2:43][CH2:42][CH2:41]2)=[C:34]([NH2:46])[CH:33]=1. The catalyst is CN(C=O)C.O.C(Cl)CCl. The product is [CH3:29][O:30][C:31](=[O:47])[C:32]1[CH:37]=[CH:36][C:35]([NH:38][CH2:39][CH:40]2[CH2:41][CH2:42][CH2:43][CH2:44][CH2:45]2)=[C:34]([NH:46][C:7](=[O:9])[CH2:6][C:2]2[S:1][CH:5]=[CH:4][CH:3]=2)[CH:33]=1. The yield is 1.00. (6) The yield is 0.770. The catalyst is C(Cl)Cl.CN(C1C=CN=CC=1)C. The product is [P:35]([O:39][CH3:40])([O:37][CH3:38])([O:19][CH2:18][CH2:17][C@@H:16]([NH:20][C:21]([C:22]1[CH:27]=[CH:26][C:25]([O:28][CH:29]([CH3:30])[CH3:31])=[C:24]([Cl:32])[CH:23]=1)=[O:33])[CH2:15][C:12]1[CH:13]=[CH:14][C:9]([C:7]2[N:8]=[C:4]([C:1](=[O:3])[CH3:2])[N:5]([CH3:34])[CH:6]=2)=[CH:10][CH:11]=1)=[O:36]. The reactants are [C:1]([C:4]1[N:5]([CH3:34])[CH:6]=[C:7]([C:9]2[CH:14]=[CH:13][C:12]([CH2:15][C@H:16]([NH:20][C:21](=[O:33])[C:22]3[CH:27]=[CH:26][C:25]([O:28][CH:29]([CH3:31])[CH3:30])=[C:24]([Cl:32])[CH:23]=3)[CH2:17][CH2:18][OH:19])=[CH:11][CH:10]=2)[N:8]=1)(=[O:3])[CH3:2].[P:35](Cl)([O:39][CH3:40])([O:37][CH3:38])=[O:36].CCOC(C)=O.CO. (7) The reactants are [CH3:1][NH:2][NH2:3].[Cl:4][C:5]1[CH:10]=[CH:9][C:8]([NH:11][C:12]([NH:14][C:15]2[CH:16]=[C:17]3[C:22](=[CH:23][CH:24]=2)[O:21][CH:20]=[CH:19][C:18]3=O)=[O:13])=[CH:7][CH:6]=1. The catalyst is N1C=CC=CC=1. The product is [Cl:4][C:5]1[CH:10]=[CH:9][C:8]([NH:11][C:12]([NH:14][C:15]2[CH:24]=[CH:23][C:22]([OH:21])=[C:17]([C:18]3[N:2]([CH3:1])[N:3]=[CH:20][CH:19]=3)[CH:16]=2)=[O:13])=[CH:7][CH:6]=1. The yield is 0.470.